Predict which catalyst facilitates the given reaction. From a dataset of Catalyst prediction with 721,799 reactions and 888 catalyst types from USPTO. (1) Reactant: [Cl:1][C:2]1[CH:3]=[C:4]([C:9]2[C:19]([O:20][CH:21]([F:23])[F:22])=[CH:18][C:12]([C:13]([O:15]CC)=[O:14])=[C:11]([F:24])[CH:10]=2)[CH:5]=[N:6][C:7]=1[F:8].O.O[Li].O. Product: [Cl:1][C:2]1[CH:3]=[C:4]([C:9]2[C:19]([O:20][CH:21]([F:22])[F:23])=[CH:18][C:12]([C:13]([OH:15])=[O:14])=[C:11]([F:24])[CH:10]=2)[CH:5]=[N:6][C:7]=1[F:8]. The catalyst class is: 1. (2) Reactant: CS(O[CH2:6][CH:7]1[CH2:16][C:15]2[C:10](=[CH:11][CH:12]=[CH:13][CH:14]=2)[C:9](=[O:17])[NH:8]1)(=O)=O.[N-:18]=[N+:19]=[N-:20].[Na+]. Product: [N:18]([CH2:6][CH:7]1[CH2:16][C:15]2[C:10](=[CH:11][CH:12]=[CH:13][CH:14]=2)[C:9](=[O:17])[NH:8]1)=[N+:19]=[N-:20]. The catalyst class is: 3.